Dataset: Forward reaction prediction with 1.9M reactions from USPTO patents (1976-2016). Task: Predict the product of the given reaction. (1) The product is: [F:13][C:11]1([F:14])[CH2:12][CH:9]([NH:8][C:6]([C:5]2[CH:4]=[C:3]([CH:17]=[CH:16][CH:15]=2)[CH2:2][N:21]2[CH2:20][CH2:19][N:18]([C:24]([O:26][C:27]([CH3:30])([CH3:29])[CH3:28])=[O:25])[CH2:23][CH2:22]2)=[O:7])[CH2:10]1. Given the reactants Cl[CH2:2][C:3]1[CH:4]=[C:5]([CH:15]=[CH:16][CH:17]=1)[C:6]([NH:8][CH:9]1[CH2:12][C:11]([F:14])([F:13])[CH2:10]1)=[O:7].[N:18]1([C:24]([O:26][C:27]([CH3:30])([CH3:29])[CH3:28])=[O:25])[CH2:23][CH2:22][NH:21][CH2:20][CH2:19]1.C(=O)([O-])[O-].[K+].[K+].[I-].[Na+], predict the reaction product. (2) The product is: [Cl:24][CH2:23][CH2:22][CH2:21][O:17][C:6]1[CH:5]=[C:4]2[C:9]([CH:10]([C:12]3[CH:16]=[CH:15][S:14][CH:13]=3)[CH2:11][N:2]([CH3:1])[CH2:3]2)=[CH:8][CH:7]=1. Given the reactants [CH3:1][N:2]1[CH2:11][CH:10]([C:12]2[CH:16]=[CH:15][S:14][CH:13]=2)[C:9]2[C:4](=[CH:5][C:6]([OH:17])=[CH:7][CH:8]=2)[CH2:3]1.[H-].[Na+].Br[CH2:21][CH2:22][CH2:23][Cl:24], predict the reaction product. (3) Given the reactants [OH-].[Zr+4:2].[OH-].[OH-].[OH-].[C:6]([OH:11])(=[O:10])[C:7]([OH:9])=[O:8], predict the reaction product. The product is: [C:6]([O-:11])(=[O:10])[C:7]([O-:9])=[O:8].[Zr+4:2].[C:6]([O-:11])(=[O:10])[C:7]([O-:9])=[O:8].